This data is from Peptide-MHC class II binding affinity with 134,281 pairs from IEDB. The task is: Regression. Given a peptide amino acid sequence and an MHC pseudo amino acid sequence, predict their binding affinity value. This is MHC class II binding data. (1) The peptide sequence is AAFQAAHARFVAAAA. The MHC is HLA-DQA10301-DQB10302 with pseudo-sequence HLA-DQA10301-DQB10302. The binding affinity (normalized) is 0.377. (2) The peptide sequence is FAPFSKDNSIRLSAG. The MHC is DRB4_0101 with pseudo-sequence DRB4_0103. The binding affinity (normalized) is 0.367. (3) The peptide sequence is FKPFAEYKSDYVYEP. The MHC is DRB1_1501 with pseudo-sequence DRB1_1501. The binding affinity (normalized) is 0.717. (4) The peptide sequence is DKRHDGGCRKELAAV. The MHC is DRB1_0404 with pseudo-sequence DRB1_0404. The binding affinity (normalized) is 0.116. (5) The peptide sequence is KIEIDQDHQEEICEV. The MHC is DRB1_0301 with pseudo-sequence DRB1_0301. The binding affinity (normalized) is 0.612. (6) The peptide sequence is GAMVATNFFGINTIP. The MHC is HLA-DPA10103-DPB10301 with pseudo-sequence HLA-DPA10103-DPB10301. The binding affinity (normalized) is 0.332. (7) The peptide sequence is TLSVTFIGAAPLILSY. The MHC is DRB3_0101 with pseudo-sequence DRB3_0101. The binding affinity (normalized) is 0.535. (8) The peptide sequence is PAAAYATATPAAATA. The MHC is DRB1_0901 with pseudo-sequence DRB1_0901. The binding affinity (normalized) is 0.856. (9) The peptide sequence is AGIMIFDPYGATISA. The MHC is HLA-DQA10401-DQB10402 with pseudo-sequence HLA-DQA10401-DQB10402. The binding affinity (normalized) is 0.300.